This data is from Full USPTO retrosynthesis dataset with 1.9M reactions from patents (1976-2016). The task is: Predict the reactants needed to synthesize the given product. Given the product [C:1]([C:3]1[C:8]([C:9]2[CH:10]=[CH:11][CH:12]=[CH:13][CH:14]=2)=[CH:7][N:6]=[C:5]([N:15]2[CH:19]=[C:18]([C:20]([OH:22])=[O:21])[CH:17]=[N:16]2)[CH:4]=1)#[N:2], predict the reactants needed to synthesize it. The reactants are: [C:1]([C:3]1[C:8]([C:9]2[CH:14]=[CH:13][CH:12]=[CH:11][CH:10]=2)=[CH:7][N:6]=[C:5]([N:15]2[CH:19]=[C:18]([C:20]([O:22]CC)=[O:21])[CH:17]=[N:16]2)[CH:4]=1)#[N:2].